Predict the reactants needed to synthesize the given product. From a dataset of Full USPTO retrosynthesis dataset with 1.9M reactions from patents (1976-2016). (1) The reactants are: Cl[C:2]1[N:7]2[N:8]=[C:9]([CH3:11])[CH:10]=[C:6]2[N:5]=[C:4]([NH:12][C:13]([C@@H:15]2[CH2:17][C@H:16]2[C:18]2[CH:23]=[CH:22][CH:21]=[CH:20][CH:19]=2)=[O:14])[CH:3]=1.Cl.[NH:25]1[CH2:30][CH2:29][CH:28]([NH:31][C:32]([NH2:34])=[O:33])[CH2:27][CH2:26]1. Given the product [CH3:11][C:9]1[CH:10]=[C:6]2[N:5]=[C:4]([NH:12][C:13]([C@@H:15]3[CH2:17][C@H:16]3[C:18]3[CH:23]=[CH:22][CH:21]=[CH:20][CH:19]=3)=[O:14])[CH:3]=[C:2]([N:25]3[CH2:30][CH2:29][CH:28]([NH:31][C:32]([NH2:34])=[O:33])[CH2:27][CH2:26]3)[N:7]2[N:8]=1, predict the reactants needed to synthesize it. (2) Given the product [CH2:48]([NH:51][C:26](=[O:28])[C:25]1[CH:29]=[CH:30][C:31]([CH3:32])=[C:23]([N:6]2[C:7](=[O:22])[C:8]([Cl:21])=[C:9]([O:11][CH2:12][C:13]3[CH:18]=[CH:17][C:16]([F:19])=[CH:15][C:14]=3[F:20])[N:10]=[C:5]2[NH:4][CH2:1][CH:2]=[CH2:3])[CH:24]=1)[CH:49]=[CH2:50], predict the reactants needed to synthesize it. The reactants are: [CH2:1]([NH:4][C:5]1[N:6]([C:23]2[CH:24]=[C:25]([CH:29]=[CH:30][C:31]=2[CH3:32])[C:26]([OH:28])=O)[C:7](=[O:22])[C:8]([Cl:21])=[C:9]([O:11][CH2:12][C:13]2[CH:18]=[CH:17][C:16]([F:19])=[CH:15][C:14]=2[F:20])[N:10]=1)[CH:2]=[CH2:3].ClC(OCC(C)C)=O.CN1CCOCC1.[CH2:48]([NH2:51])[CH:49]=[CH2:50]. (3) Given the product [CH2:1]([O:6][C:7]1[CH:19]=[CH:18][C:17]2[C:16]3[C:11](=[CH:12][C:13]([CH2:20][CH2:21][C:22]4[CH:27]=[CH:26][C:25]([OH:28])=[C:24]([F:36])[CH:23]=4)=[CH:14][CH:15]=3)[CH2:10][C:9]=2[CH:8]=1)[CH2:2][CH2:3][CH2:4][CH3:5], predict the reactants needed to synthesize it. The reactants are: [CH2:1]([O:6][C:7]1[CH:19]=[CH:18][C:17]2[C:16]3[C:11](=[CH:12][C:13]([C:20]#[C:21][C:22]4[CH:27]=[CH:26][C:25]([O:28]CC5C=CC=CC=5)=[C:24]([F:36])[CH:23]=4)=[CH:14][CH:15]=3)[CH2:10][C:9]=2[CH:8]=1)[CH2:2][CH2:3][CH2:4][CH3:5]. (4) Given the product [O:12]=[S:2]1(=[O:1])[CH2:6][C:5]2[C:7]([Cl:11])=[CH:8][CH:9]=[C:10]([N+:13]([O-:15])=[O:14])[C:4]=2[NH:3]1, predict the reactants needed to synthesize it. The reactants are: [O:1]=[S:2]1(=[O:12])[CH2:6][C:5]2[C:7]([Cl:11])=[CH:8][CH:9]=[CH:10][C:4]=2[NH:3]1.[N+:13]([O-])([O-:15])=[O:14].[Na+].S(=O)(=O)(O)O.N([O-])=O.[Na+]. (5) Given the product [N:6]1([CH:14]=[O:15])[C:13]2[N:9]([N:10]=[CH:11][C:12]=2[CH:16]=[O:18])[CH2:8][CH2:7]1, predict the reactants needed to synthesize it. The reactants are: P(Cl)(Cl)(Cl)=O.[N:6]1([CH:14]=[O:15])[C:13]2[N:9]([N:10]=[CH:11][CH:12]=2)[CH2:8][CH2:7]1.[C:16](OCC)(=[O:18])C.O. (6) Given the product [C:1]([Cl:6])(=[O:5])[C:2]([Cl:4])=[O:3].[Cl:4][CH2:8][C:9]1[CH:14]=[CH:13][C:12]([C:15]2[N:20]=[CH:19][C:18]([O:21][CH2:22][CH:23]3[CH2:28][CH2:27][N:26]([C:29]([O:31][CH:32]([CH3:34])[CH3:33])=[O:30])[CH2:25][CH2:24]3)=[CH:17][CH:16]=2)=[CH:11][CH:10]=1, predict the reactants needed to synthesize it. The reactants are: [C:1]([Cl:6])(=[O:5])[C:2]([Cl:4])=[O:3].O[CH2:8][C:9]1[CH:14]=[CH:13][C:12]([C:15]2[N:20]=[CH:19][C:18]([O:21][CH2:22][CH:23]3[CH2:28][CH2:27][N:26]([C:29]([O:31][CH:32]([CH3:34])[CH3:33])=[O:30])[CH2:25][CH2:24]3)=[CH:17][CH:16]=2)=[CH:11][CH:10]=1. (7) Given the product [N+:8]([C:5]1[CH:6]=[CH:7][C:2]([N:11]2[CH2:16][CH2:15][S:14][CH2:13][CH2:12]2)=[CH:3][CH:4]=1)([O-:10])=[O:9], predict the reactants needed to synthesize it. The reactants are: Cl[C:2]1[CH:7]=[CH:6][C:5]([N+:8]([O-:10])=[O:9])=[CH:4][CH:3]=1.[NH:11]1[CH2:16][CH2:15][S:14][CH2:13][CH2:12]1.